From a dataset of Reaction yield outcomes from USPTO patents with 853,638 reactions. Predict the reaction yield, written as a fraction of the theoretical maximum amount of product (1.0 means a 100% yield; for example, 0.34 means a 34% yield). The product is [CH:35]([NH:34][C:23](=[O:25])[C:22]1[CH:26]=[CH:27][C:19]([N:16]2[CH2:15][CH2:14][N:13]([CH2:12][C:9]3[CH:10]=[N:11][C:5]4[N:4]5[CH2:28][CH2:29][CH2:30][CH2:31][C@H:3]5[C:2](=[O:1])[NH:7][C:6]=4[CH:8]=3)[CH2:18][CH2:17]2)=[N:20][CH:21]=1)([CH3:37])[CH3:36]. The reactants are [O:1]=[C:2]1[NH:7][C:6]2[CH:8]=[C:9]([CH2:12][N:13]3[CH2:18][CH2:17][N:16]([C:19]4[CH:27]=[CH:26][C:22]([C:23]([OH:25])=O)=[CH:21][N:20]=4)[CH2:15][CH2:14]3)[CH:10]=[N:11][C:5]=2[N:4]2[CH2:28][CH2:29][CH2:30][CH2:31][C@@H:3]12.C([N:34](C(C)C)[CH:35]([CH3:37])[CH3:36])C.CC(N)C. The catalyst is CN(C=O)C. The yield is 0.650.